From a dataset of Forward reaction prediction with 1.9M reactions from USPTO patents (1976-2016). Predict the product of the given reaction. (1) Given the reactants [CH2:1]([S:11](Cl)(=[O:13])=[O:12])[CH2:2][S:3][S:4][CH2:5][CH2:6][S:7](Cl)(=[O:9])=[O:8].S(Cl)(Cl)(=O)=[O:16].[OH2:20], predict the reaction product. The product is: [CH2:1]([S:11]([OH:13])(=[O:16])=[O:12])[CH2:2][S:3][S:4][CH2:5][CH2:6][S:7]([OH:9])(=[O:8])=[O:20]. (2) Given the reactants [I:1][C:2]1[CH:3]=[C:4]([CH:8]=[C:9]([C:11]([O:13][CH3:14])=[O:12])[CH:10]=1)[C:5]([OH:7])=O.C(N(C(C)C)CC)(C)C.CN(C(ON1N=N[C:34]2[CH:35]=[CH:36][CH:37]=[N:38][C:33]1=2)=[N+](C)C)C.F[P-](F)(F)(F)(F)F.CNCCCC, predict the reaction product. The product is: [CH2:37]([N:38]([CH3:33])[C:5]([C:4]1[CH:8]=[C:9]([CH:10]=[C:2]([I:1])[CH:3]=1)[C:11]([O:13][CH3:14])=[O:12])=[O:7])[CH2:36][CH2:35][CH3:34]. (3) Given the reactants C[O-].[Na+].[CH3:4][N:5]1[C:13]2[C:8](=[CH:9][CH:10]=[CH:11][CH:12]=2)[CH:7]=[C:6]1[C:14]([NH2:16])=[NH:15].C[C:18](C)([C:22]([O-])=[O:23])[C:19]([O-])=[O:20], predict the reaction product. The product is: [CH3:4][N:5]1[C:13]2[C:8](=[CH:9][CH:10]=[CH:11][CH:12]=2)[CH:7]=[C:6]1[C:14]1[NH:16][C:22](=[O:23])[CH2:18][C:19](=[O:20])[N:15]=1. (4) Given the reactants Br[C:2]1[CH:11]=[CH:10][C:5]([C:6]([NH:8][CH3:9])=[O:7])=[C:4]([CH3:12])[CH:3]=1.[CH3:13][C:14]1([CH3:30])[C:18]([CH3:20])([CH3:19])[O:17][B:16]([B:16]2[O:17][C:18]([CH3:20])([CH3:19])[C:14]([CH3:30])([CH3:13])[O:15]2)[O:15]1.O1CCOCC1.ClCCl.C([O-])(=O)C.[K+], predict the reaction product. The product is: [CH3:9][NH:8][C:6](=[O:7])[C:5]1[CH:10]=[CH:11][C:2]([B:16]2[O:17][C:18]([CH3:20])([CH3:19])[C:14]([CH3:30])([CH3:13])[O:15]2)=[CH:3][C:4]=1[CH3:12]. (5) Given the reactants C(=O)([O-])[O-].[Ca+2].[NH2:6][C:7]1[CH:12]=[C:11]([C:13]([F:16])([F:15])[F:14])[C:10]([C:17]2[CH:22]=[CH:21][C:20]([S:23]([CH:26]3[CH2:31][CH2:30][CH2:29][N:28]([C:32]([O:34][C:35]([CH3:38])([CH3:37])[CH3:36])=[O:33])[CH2:27]3)(=[O:25])=[O:24])=[CH:19][CH:18]=2)=[C:9]([Cl:39])[CH:8]=1.ClCCl.O.[C:44](Cl)(Cl)=[S:45].Cl, predict the reaction product. The product is: [Cl:39][C:9]1[CH:8]=[C:7]([N:6]=[C:44]=[S:45])[CH:12]=[C:11]([C:13]([F:14])([F:16])[F:15])[C:10]=1[C:17]1[CH:18]=[CH:19][C:20]([S:23]([CH:26]2[CH2:31][CH2:30][CH2:29][N:28]([C:32]([O:34][C:35]([CH3:36])([CH3:38])[CH3:37])=[O:33])[CH2:27]2)(=[O:25])=[O:24])=[CH:21][CH:22]=1. (6) Given the reactants [C:1]([CH2:3][C:4]([OH:6])=O)#[N:2].C(Cl)(=O)C(Cl)=O.[NH2:13][CH:14]1[CH2:19][CH2:18][N:17]([C:20]2[C:25]([F:26])=[CH:24][N:23]=[C:22]([NH:27][C:28]3[CH:33]=[CH:32][C:31]([N:34]4[CH2:39][CH2:38][N:37]([C:40](=[O:42])[CH3:41])[CH2:36][CH2:35]4)=[CH:30][CH:29]=3)[N:21]=2)[CH2:16][CH2:15]1, predict the reaction product. The product is: [C:40]([N:37]1[CH2:38][CH2:39][N:34]([C:31]2[CH:32]=[CH:33][C:28]([NH:27][C:22]3[N:21]=[C:20]([N:17]4[CH2:16][CH2:15][CH:14]([NH:13][C:4](=[O:6])[CH2:3][C:1]#[N:2])[CH2:19][CH2:18]4)[C:25]([F:26])=[CH:24][N:23]=3)=[CH:29][CH:30]=2)[CH2:35][CH2:36]1)(=[O:42])[CH3:41]. (7) Given the reactants [Cl:1][C:2]1[CH:18]=[CH:17][C:5]2[CH2:6][CH2:7][N:8]([C:11](=[O:16])[C:12]([F:15])([F:14])[F:13])[CH2:9][CH2:10][C:4]=2[C:3]=1[OH:19].C([O-])([O-])=O.[K+].[K+].[CH3:26][N:27]([CH3:31])[C:28](Cl)=[S:29], predict the reaction product. The product is: [Cl:1][C:2]1[CH:18]=[CH:17][C:5]2[CH2:6][CH2:7][N:8]([C:11](=[O:16])[C:12]([F:15])([F:13])[F:14])[CH2:9][CH2:10][C:4]=2[C:3]=1[O:19][C:28](=[S:29])[N:27]([CH3:31])[CH3:26]. (8) The product is: [N:56]1([S:53]([C:49]2[CH:48]=[C:47]([CH:52]=[CH:51][CH:50]=2)[CH2:46][N:1]2[C:9]3[C:4](=[CH:5][CH:6]=[CH:7][CH:8]=3)[C:3]3([C:21]4[C:12](=[CH:13][C:14]5[O:19][CH2:18][C:17](=[O:33])[O:16][C:15]=5[CH:20]=4)[O:11][CH2:10]3)[CH2:2]2)(=[O:55])=[O:54])[CH2:61][CH2:60][O:59][CH2:58][CH2:57]1. Given the reactants [NH:1]1[C:9]2[C:4](=[CH:5][CH:6]=[CH:7][CH:8]=2)[C:3]2([C:21]3[C:12](=[CH:13][C:14]4[O:19][CH2:18][CH2:17][O:16][C:15]=4[CH:20]=3)[O:11][CH2:10]2)[C:2]1=O.N1C2C(=CC=CC=2)[C@@]2(C3C(=CC4OCCOC=4C=3)[O:33]C2)C1=O.Cl[CH2:46][C:47]1[CH:48]=[C:49]([S:53]([N:56]2[CH2:61][CH2:60][O:59][CH2:58][CH2:57]2)(=[O:55])=[O:54])[CH:50]=[CH:51][CH:52]=1.BrCCCCC, predict the reaction product. (9) Given the reactants [CH3:1][O:2][C:3](=[O:35])[CH:4]([C:21]1[CH:26]=[CH:25][C:24]([O:27][Si](C(C)(C)C)(C)C)=[CH:23][CH:22]=1)[N:5]([S:7]([C:10]1[CH:15]=[CH:14][C:13]([O:16][CH2:17][C:18]#[C:19][CH3:20])=[CH:12][CH:11]=1)(=[O:9])=[O:8])[CH3:6].[F-].C([N+](CCCC)(CCCC)CCCC)CCC.Cl, predict the reaction product. The product is: [CH2:17]([O:16][C:13]1[CH:14]=[CH:15][C:10]([S:7]([N:5]([CH:4]([C:21]2[CH:22]=[CH:23][C:24]([OH:27])=[CH:25][CH:26]=2)[C:3]([O:2][CH3:1])=[O:35])[CH3:6])(=[O:9])=[O:8])=[CH:11][CH:12]=1)[C:18]#[C:19][CH3:20].